This data is from Catalyst prediction with 721,799 reactions and 888 catalyst types from USPTO. The task is: Predict which catalyst facilitates the given reaction. (1) Reactant: [F:1][C:2]([F:36])([F:35])[C:3]([C:9]1[CH:34]=[CH:33][C:12]([CH2:13][N:14]2[CH2:19][CH2:18][CH:17]([C:20]([C:23]3[CH:28]=[CH:27][C:26]([NH:29]C(=O)C)=[CH:25][CH:24]=3)([OH:22])[CH3:21])[CH2:16][CH2:15]2)=[CH:11][CH:10]=1)([OH:8])[C:4]([F:7])([F:6])[F:5].Cl. Product: [NH2:29][C:26]1[CH:27]=[CH:28][C:23]([C:20]([CH:17]2[CH2:16][CH2:15][N:14]([CH2:13][C:12]3[CH:33]=[CH:34][C:9]([C:3]([OH:8])([C:4]([F:7])([F:5])[F:6])[C:2]([F:1])([F:35])[F:36])=[CH:10][CH:11]=3)[CH2:19][CH2:18]2)([OH:22])[CH3:21])=[CH:24][CH:25]=1. The catalyst class is: 8. (2) Reactant: [CH3:1][N:2]([CH3:12])[S:3]([N:6]1[CH:10]=[C:9]([CH3:11])[CH:8]=[N:7]1)(=[O:5])=[O:4].[O:13]1[CH2:15][CH2:14]1. Product: [OH:13][CH2:14][CH2:15][C:8]1[C:9]([CH3:11])=[CH:10][N:6]([S:3]([N:2]([CH3:12])[CH3:1])(=[O:4])=[O:5])[N:7]=1. The catalyst class is: 1. (3) The catalyst class is: 2. Reactant: [Br:1][C:2]1[CH:7]=[CH:6][C:5]([C@@H:8]([NH:10][CH2:11][CH2:12][C@:13]([C:18]2[CH:23]=[CH:22][C:21]([F:24])=[CH:20][CH:19]=2)([NH2:17])[CH2:14][CH:15]=[CH2:16])[CH3:9])=[CH:4][CH:3]=1.CCN(CC)CC.Cl[C:33](Cl)([O:35]C(=O)OC(Cl)(Cl)Cl)Cl. Product: [CH2:14]([C@:13]1([C:18]2[CH:19]=[CH:20][C:21]([F:24])=[CH:22][CH:23]=2)[CH2:12][CH2:11][N:10]([C@H:8]([C:5]2[CH:6]=[CH:7][C:2]([Br:1])=[CH:3][CH:4]=2)[CH3:9])[C:33](=[O:35])[NH:17]1)[CH:15]=[CH2:16].